From a dataset of Forward reaction prediction with 1.9M reactions from USPTO patents (1976-2016). Predict the product of the given reaction. (1) Given the reactants Cl.[NH2:2][C@@H:3]([C:5]1[C:10]([F:11])=[CH:9][C:8]([NH:12][S:13]([CH3:16])(=[O:15])=[O:14])=[C:7]([CH3:17])[CH:6]=1)[CH3:4].[C:18]([C:21]1[CH:30]=[CH:29][C:28]2[CH2:27][CH:26]([C:31](O)=[O:32])[CH2:25][CH2:24][C:23]=2[N:22]=1)(=[O:20])[CH3:19].F[P-](F)(F)(F)(F)F.C[N+](C)=C(N(C)C)ON1C2N=CC=CC=2N=N1.CN1CCCC1=O.C(N(CC)C(C)C)(C)C, predict the reaction product. The product is: [C:18]([C:21]1[CH:30]=[CH:29][C:28]2[CH2:27][CH:26]([C:31]([NH:2][C@@H:3]([C:5]3[CH:6]=[C:7]([CH3:17])[C:8]([NH:12][S:13]([CH3:16])(=[O:15])=[O:14])=[CH:9][C:10]=3[F:11])[CH3:4])=[O:32])[CH2:25][CH2:24][C:23]=2[N:22]=1)(=[O:20])[CH3:19]. (2) Given the reactants [N:1]([C@@H:4]1[CH2:8][C@@H:7]([CH2:9][OH:10])[C@@H:6]([O:11][Si:12]([C:15]([CH3:18])([CH3:17])[CH3:16])([CH3:14])[CH3:13])[CH2:5]1)=[N+]=[N-].CCOC(C)=O, predict the reaction product. The product is: [NH2:1][C@@H:4]1[CH2:8][C@@H:7]([CH2:9][OH:10])[C@@H:6]([O:11][Si:12]([C:15]([CH3:18])([CH3:17])[CH3:16])([CH3:13])[CH3:14])[CH2:5]1. (3) Given the reactants [NH:1]1[CH2:6][CH2:5][NH:4][CH2:3][CH2:2]1.Cl[CH2:8][C:9]([O:11]CCCCCCCC/C=C\CCCCCCCC)=[O:10], predict the reaction product. The product is: [N:1]1([CH2:8][C:9]([OH:11])=[O:10])[CH2:6][CH2:5][NH:4][CH2:3][CH2:2]1. (4) Given the reactants [NH2:1][C:2]1[NH:3][C:4](=[O:20])[C:5]2[N:6]=[CH:7][N:8]([CH:11]3[CH2:15][CH:14]([OH:16])[CH:13]([CH2:17][OH:18])[C:12]3=[CH2:19])[C:9]=2[N:10]=1.[CH3:21][N:22]([CH3:25])[CH:23]=[O:24], predict the reaction product. The product is: [CH3:21][N:22]([CH3:25])[CH:23]=[O:24].[NH2:1][C:2]1[NH:3][C:4](=[O:20])[C:5]2[N:6]=[CH:7][N:8]([CH:11]3[CH2:15][CH:14]([OH:16])[CH:13]([CH2:17][OH:18])[C:12]3=[CH2:19])[C:9]=2[N:10]=1. (5) The product is: [Cl:18][C:19]1[CH:26]=[CH:25][C:22]([CH2:23][CH2:24][N:7]2[C:8]3[CH:9]=[CH:10][C:2]([CH3:1])=[CH:3][C:4]=3[C:5]3[CH2:16][N:15]4[CH2:17][CH:11]([C:6]2=3)[CH2:12][CH2:13][CH2:14]4)=[CH:21][CH:20]=1. Given the reactants [CH3:1][C:2]1[CH:10]=[CH:9][C:8]2[NH:7][C:6]3[CH:11]4[CH2:17][N:15]([CH2:16][C:5]=3[C:4]=2[CH:3]=1)[CH2:14][CH2:13][CH2:12]4.[Cl:18][C:19]1[CH:26]=[CH:25][C:22]([CH:23]=[CH2:24])=[CH:21][CH:20]=1, predict the reaction product. (6) Given the reactants [CH:1]1([CH2:8][C:9]([OH:11])=O)[CH2:7][CH2:6][CH2:5][CH2:4][CH2:3][CH2:2]1.Cl.CN(C)CCCN=C=NCC.F[P-](F)(F)(F)(F)F.C[N+](C)=C(N(C)C)ON1C2N=CC=CC=2N=N1.C(N(CC)C(C)C)(C)C.CN(C)C=O.[NH2:62][C:63]1[CH:72]=[CH:71][CH:70]=[C:69]2[C:64]=1[CH:65]=[CH:66][N:67]([CH2:74][C:75]([NH2:77])=[O:76])[C:68]2=[O:73], predict the reaction product. The product is: [NH2:77][C:75](=[O:76])[CH2:74][N:67]1[CH:66]=[CH:65][C:64]2[C:69](=[CH:70][CH:71]=[CH:72][C:63]=2[NH:62][C:9](=[O:11])[CH2:8][CH:1]2[CH2:2][CH2:3][CH2:4][CH2:5][CH2:6][CH2:7]2)[C:68]1=[O:73]. (7) Given the reactants [C:1](=[O:30])(OC1C=CC([N+]([O-])=O)=CC=1)[O:2][C@H:3]([CH2:8][N:9]1[CH:13]=[CH:12][C:11]([C:14]2[CH:19]=[CH:18][N:17]=[CH:16][CH:15]=2)=[N:10]1)[C:4]([CH3:7])([CH3:6])[CH3:5].[OH:31][CH:32]([C@@H:41]([NH:46]C(=O)OC(C)(C)C)[CH2:42][CH2:43][CH2:44][CH3:45])[C:33](=[O:40])[NH:34][C:35]1[NH:39][N:38]=[CH:37][CH:36]=1.CC(OI1(OC(C)=O)(OC(C)=O)OC(=O)C2C=CC=CC1=2)=O, predict the reaction product. The product is: [O:40]=[C:33]([NH:34][C:35]1[NH:39][N:38]=[CH:37][CH:36]=1)[C:32]([C@@H:41]([NH:46][C:1](=[O:30])[O:2][C@H:3]([CH2:8][N:9]1[CH:13]=[CH:12][C:11]([C:14]2[CH:15]=[CH:16][N:17]=[CH:18][CH:19]=2)=[N:10]1)[C:4]([CH3:5])([CH3:6])[CH3:7])[CH2:42][CH2:43][CH2:44][CH3:45])=[O:31]. (8) The product is: [Br:6][C:7]1[CH:12]=[C:11]([Cl:13])[C:10]([F:14])=[CH:9][C:8]=1[CH:18]=[O:19]. Given the reactants C([Li])CCC.[Br:6][C:7]1[CH:12]=[C:11]([Cl:13])[C:10]([F:14])=[CH:9][C:8]=1I.CN(C)[CH:18]=[O:19].C(OC)(C)(C)C, predict the reaction product.